Dataset: Experimentally validated miRNA-target interactions with 360,000+ pairs, plus equal number of negative samples. Task: Binary Classification. Given a miRNA mature sequence and a target amino acid sequence, predict their likelihood of interaction. The miRNA is hsa-miR-624-3p with sequence CACAAGGUAUUGGUAUUACCU. The protein sequence of the target gene is MNGGKECDGGDKEGGLPAIQVPVGWQRRVDQNGVLYVSPSGSLLSCLEQVKTYLLTDGTCKCGLECPLILPKVFNFDPGAAVKQRTAEDVKADEDVTKLCIHKRKIIAVATLHKSMEAPHPSLVLTSPGGGTNATPVVPSRAATPRSVRNKSHEGITNSVMPECKNPFKLMIGSSNAMGRLYVQELPGSQQQELHPVYPRQRLGSSEHGQKSPFRGSHGGLPSPASSGSQIYGDGSISPRTDPLGSPDVFTRSNPGFHGAPNSSPIHLNRTPLSPPSVMLHGSPVQSSCAMAGRTNIPLS.... Result: 0 (no interaction).